This data is from Full USPTO retrosynthesis dataset with 1.9M reactions from patents (1976-2016). The task is: Predict the reactants needed to synthesize the given product. (1) Given the product [CH2:15]([C:13]1[S:12][C:10]2[N:11]=[C:6]([C:4]([OH:5])=[O:3])[N:7]=[C:8]([N:18]3[CH2:23][CH2:22][N:21]4[C:24]([C:27]([F:30])([F:29])[F:28])=[N:25][N:26]=[C:20]4[CH2:19]3)[C:9]=2[CH:14]=1)[CH2:16][CH3:17], predict the reactants needed to synthesize it. The reactants are: C([O:3][C:4]([C:6]1[N:7]=[C:8]([N:18]2[CH2:23][CH2:22][N:21]3[C:24]([C:27]([F:30])([F:29])[F:28])=[N:25][N:26]=[C:20]3[CH2:19]2)[C:9]2[CH:14]=[C:13]([CH2:15][CH2:16][CH3:17])[S:12][C:10]=2[N:11]=1)=[O:5])C.CO.[OH-].[Li+].Cl. (2) Given the product [Br:27][C:28]1[CH:33]=[CH:32][N:31]=[C:30]([CH2:34][N:6]2[CH2:5][C@@:4]3([CH2:10][CH2:11][CH2:12][C@@:2]([CH2:13][N:14]4[C:18]5[CH:19]=[C:20]([C:23]#[N:24])[CH:21]=[CH:22][C:17]=5[N:16]=[CH:15]4)([CH3:1])[CH2:3]3)[O:8][C:7]2=[O:9])[CH:29]=1, predict the reactants needed to synthesize it. The reactants are: [CH3:1][C@:2]1([CH2:13][N:14]2[C:18]3[CH:19]=[C:20]([C:23]#[N:24])[CH:21]=[CH:22][C:17]=3[N:16]=[CH:15]2)[CH2:12][CH2:11][CH2:10][C@:4]2([O:8][C:7](=[O:9])[NH:6][CH2:5]2)[CH2:3]1.[H-].[Na+].[Br:27][C:28]1[CH:33]=[CH:32][N:31]=[C:30]([CH2:34]Br)[CH:29]=1.